From a dataset of Forward reaction prediction with 1.9M reactions from USPTO patents (1976-2016). Predict the product of the given reaction. Given the reactants O(C)[Na].[C:4]([CH2:6][NH:7][C:8](=[O:14])[O:9][C:10]([CH3:13])([CH3:12])[CH3:11])#[N:5].Cl.Cl.[C:17]1(N)[CH:22]=[CH:21][CH:20]=[CH:19][C:18]=1[NH2:23].O, predict the reaction product. The product is: [NH:5]1[C:17]2[CH:22]=[CH:21][CH:20]=[CH:19][C:18]=2[N:23]=[C:4]1[CH2:6][NH:7][C:8](=[O:14])[O:9][C:10]([CH3:11])([CH3:13])[CH3:12].